Dataset: Catalyst prediction with 721,799 reactions and 888 catalyst types from USPTO. Task: Predict which catalyst facilitates the given reaction. (1) Reactant: [CH3:1][O:2][C:3]1[C:4](=[O:29])[C:5]([CH3:28])=[C:6]([CH2:12][C:13]2[CH:14]=[CH:15][C:16]([C:22]3[CH:23]=[N:24][CH:25]=[CH:26][CH:27]=3)=[C:17]([CH:21]=2)[C:18](O)=[O:19])[C:7](=[O:11])[C:8]=1[O:9][CH3:10].[NH:30]1[CH2:35][CH2:34][O:33][CH2:32][CH2:31]1.CCN=C=NCCCN(C)C.Cl. Product: [CH3:1][O:2][C:3]1[C:4](=[O:29])[C:5]([CH3:28])=[C:6]([CH2:12][C:13]2[CH:14]=[CH:15][C:16]([C:22]3[CH:23]=[N:24][CH:25]=[CH:26][CH:27]=3)=[C:17]([CH:21]=2)[C:18]([N:30]2[CH2:35][CH2:34][O:33][CH2:32][CH2:31]2)=[O:19])[C:7](=[O:11])[C:8]=1[O:9][CH3:10]. The catalyst class is: 2. (2) Reactant: [O:1]([C:8]1[N:13]=[CH:12][C:11]([CH:14]=[CH:15][C:16]([OH:18])=O)=[CH:10][CH:9]=1)[C:2]1[CH:7]=[CH:6][CH:5]=[CH:4][CH:3]=1.C([N:22]=C=NC(C)C)(C)C.N1(O)C2C=CC=CC=2N=N1. Product: [O:1]([C:8]1[N:13]=[CH:12][C:11]([CH:14]=[CH:15][C:16]([NH2:22])=[O:18])=[CH:10][CH:9]=1)[C:2]1[CH:7]=[CH:6][CH:5]=[CH:4][CH:3]=1. The catalyst class is: 3. (3) Reactant: [CH2:1]([CH:4]([NH2:8])[CH2:5][CH:6]=[CH2:7])[CH:2]=[CH2:3].[Br:9][CH2:10][CH2:11][CH2:12][CH2:13][CH2:14][CH2:15]Br.CO. Product: [Br-:9].[Br-:9].[CH2:1]([CH:4]([NH2+:8][CH2:10][CH2:11][CH2:12][CH2:13][CH2:14][CH2:15][NH2+:8][CH:4]([CH2:5][CH:6]=[CH2:7])[CH2:1][CH:2]=[CH2:3])[CH2:5][CH:6]=[CH2:7])[CH:2]=[CH2:3]. The catalyst class is: 27. (4) Reactant: [NH2:1][C:2]1[S:3][CH:4]=[C:5]([C:7]2[C:14]([CH3:15])=[CH:13][C:10]([C:11]#[N:12])=[CH:9][C:8]=2[CH3:16])[N:6]=1.Cl.[C:18](Cl)(=[O:25])[C:19]1[CH:24]=[CH:23][N:22]=[CH:21][CH:20]=1. Product: [C:11]([C:10]1[CH:9]=[C:8]([CH3:16])[C:7]([C:5]2[N:6]=[C:2]([NH:1][C:18](=[O:25])[C:19]3[CH:24]=[CH:23][N:22]=[CH:21][CH:20]=3)[S:3][CH:4]=2)=[C:14]([CH3:15])[CH:13]=1)#[N:12]. The catalyst class is: 64.